This data is from TCR-epitope binding with 47,182 pairs between 192 epitopes and 23,139 TCRs. The task is: Binary Classification. Given a T-cell receptor sequence (or CDR3 region) and an epitope sequence, predict whether binding occurs between them. The epitope is KMQRMLLEK. The TCR CDR3 sequence is CASSLVGGVGLAAYEQYF. Result: 0 (the TCR does not bind to the epitope).